Dataset: Reaction yield outcomes from USPTO patents with 853,638 reactions. Task: Predict the reaction yield, written as a fraction of the theoretical maximum amount of product (1.0 means a 100% yield; for example, 0.34 means a 34% yield). (1) The reactants are [CH3:1][C:2]1[C:10]([N+:11]([O-:13])=[O:12])=[CH:9][CH:8]=[CH:7][C:3]=1[C:4]([OH:6])=[O:5].[Br:14]N1C(C)(C)C(=O)N(Br)C1=O. The catalyst is OS(O)(=O)=O. The product is [Br:14][C:8]1[CH:9]=[C:10]([N+:11]([O-:13])=[O:12])[C:2]([CH3:1])=[C:3]([CH:7]=1)[C:4]([OH:6])=[O:5]. The yield is 1.00. (2) The reactants are [Br:1][C:2]1[CH:7]=[CH:6][C:5]([F:8])=[CH:4][C:3]=1[CH2:9][OH:10].CCN(C(C)C)C(C)C.CN(C1C=CC=CN=1)C.[C:29](Cl)(=[O:34])[C:30]([CH3:33])([CH3:32])[CH3:31]. The catalyst is C(Cl)Cl. The product is [Br:1][C:2]1[CH:7]=[CH:6][C:5]([F:8])=[CH:4][C:3]=1[CH2:9][O:10][C:29](=[O:34])[C:30]([CH3:33])([CH3:32])[CH3:31]. The yield is 0.800. (3) The product is [NH2:1][CH2:4][C@@H:5]([NH:15][C:16]([C:18]1[S:19][C:20]([C:23]2[C:24]3[C@H:31]([CH3:32])[CH2:30][CH2:29][C:25]=3[N:26]=[CH:27][N:28]=2)=[CH:21][CH:22]=1)=[O:17])[CH2:6][C:7]1[CH:12]=[CH:11][C:10]([Cl:13])=[CH:9][C:8]=1[Cl:14]. The catalyst is CO.[Pd]. The yield is 0.950. The reactants are [N:1]([CH2:4][C@@H:5]([NH:15][C:16]([C:18]1[S:19][C:20]([C:23]2[C:24]3[C@H:31]([CH3:32])[CH2:30][CH2:29][C:25]=3[N:26]=[CH:27][N:28]=2)=[CH:21][CH:22]=1)=[O:17])[CH2:6][C:7]1[CH:12]=[CH:11][C:10]([Cl:13])=[CH:9][C:8]=1[Cl:14])=[N+]=[N-]. (4) The reactants are [N:1]([CH2:4][C:5]1[C:6]([C:18]2[CH:23]=[CH:22][CH:21]=[CH:20][CH:19]=2)=[N:7][C:8]2[C:13]([C:14]=1[C:15]([OH:17])=O)=[CH:12][CH:11]=[CH:10][CH:9]=2)=[N+:2]=[N-:3].C1C=C2N=NN(O)C2=CC=1.O.CN1CCOCC1.C(Cl)CCl.[C:46]1([C@@H:52]([NH2:55])[CH2:53][CH3:54])[CH:51]=[CH:50][CH:49]=[CH:48][CH:47]=1. The catalyst is O1CCCC1. The product is [N:1]([CH2:4][C:5]1[C:6]([C:18]2[CH:23]=[CH:22][CH:21]=[CH:20][CH:19]=2)=[N:7][C:8]2[C:13]([C:14]=1[C:15]([NH:55][C@H:52]([C:46]1[CH:51]=[CH:50][CH:49]=[CH:48][CH:47]=1)[CH2:53][CH3:54])=[O:17])=[CH:12][CH:11]=[CH:10][CH:9]=2)=[N+:2]=[N-:3]. The yield is 0.730. (5) The reactants are [CH3:1][C:2]1[C:6]([C:7]([OH:9])=[O:8])=[CH:5][NH:4][N:3]=1.S(=O)(=O)(O)O.C([O-])(O)=O.[Na+].[CH2:20](O)[CH3:21]. No catalyst specified. The product is [CH3:1][C:2]1[C:6]([C:7]([O:9][CH2:20][CH3:21])=[O:8])=[CH:5][NH:4][N:3]=1. The yield is 0.580. (6) The reactants are [N:1]1([C@H:7]2[CH2:12][CH2:11][C@H:10]([OH:13])[CH2:9][CH2:8]2)[CH2:6][CH2:5][O:4][CH2:3][CH2:2]1.[H-].[Na+].[Si:16]([O:23][CH2:24][CH:25]1[CH2:36][CH2:35][C:34]2[S:33][C:32]3[C:27](=[C:28](Cl)[N:29]=[CH:30][N:31]=3)[C:26]1=2)([C:19]([CH3:22])([CH3:21])[CH3:20])([CH3:18])[CH3:17]. The catalyst is C1COCC1. The product is [Si:16]([O:23][CH2:24][CH:25]1[CH2:36][CH2:35][C:34]2[S:33][C:32]3[C:27](=[C:28]([O:13][CH:10]4[CH2:9][CH2:8][CH:7]([N:1]5[CH2:2][CH2:3][O:4][CH2:5][CH2:6]5)[CH2:12][CH2:11]4)[N:29]=[CH:30][N:31]=3)[C:26]1=2)([C:19]([CH3:22])([CH3:20])[CH3:21])([CH3:18])[CH3:17]. The yield is 0.690. (7) The yield is 0.600. The reactants are [C:1]([O:5][C:6]([N:8]1[C:16]2[C:11](=[CH:12][C:13]([OH:17])=[CH:14][CH:15]=2)[CH2:10][CH2:9]1)=[O:7])([CH3:4])([CH3:3])[CH3:2].C([O-])([O-])=O.[K+].[K+].[Br:24][CH2:25][CH2:26][CH2:27][CH2:28]Br. The catalyst is CC(C)=O. The product is [C:1]([O:5][C:6]([N:8]1[C:16]2[C:11](=[CH:12][C:13]([O:17][CH2:28][CH2:27][CH2:26][CH2:25][Br:24])=[CH:14][CH:15]=2)[CH2:10][CH2:9]1)=[O:7])([CH3:4])([CH3:2])[CH3:3]. (8) The reactants are [CH2:1]([Mg]Br)[CH:2]=[CH2:3].[C:6](=[C:9]([C:15]([O:17][CH2:18][CH3:19])=[O:16])[C:10]([O:12][CH2:13][CH3:14])=[O:11])([CH3:8])[CH3:7]. The catalyst is CCOCC.[Cu]Cl. The product is [CH3:8][C:6]([CH:9]([C:15]([O:17][CH2:18][CH3:19])=[O:16])[C:10]([O:12][CH2:13][CH3:14])=[O:11])([CH2:3][CH:2]=[CH2:1])[CH3:7]. The yield is 1.00. (9) The reactants are [CH:1]([O:4][C:5]1([C:8]2[CH:13]=[CH:12][C:11]([C:14]#[C:15][C:16]3[CH:26]=[CH:25][C:19]([C:20]([O:22]CC)=[O:21])=[CH:18][CH:17]=3)=[CH:10][C:9]=2[CH3:27])[CH2:7][CH2:6]1)([CH3:3])[CH3:2].[OH-].[Na+]. The catalyst is C(O)C.O1CCCC1. The product is [CH:1]([O:4][C:5]1([C:8]2[CH:13]=[CH:12][C:11]([C:14]#[C:15][C:16]3[CH:17]=[CH:18][C:19]([C:20]([OH:22])=[O:21])=[CH:25][CH:26]=3)=[CH:10][C:9]=2[CH3:27])[CH2:6][CH2:7]1)([CH3:3])[CH3:2]. The yield is 0.690. (10) The reactants are [F:1][C:2]1[CH:7]=[CH:6][C:5]([CH:8]([C:11](=[O:13])[CH3:12])[C:9]#[N:10])=[CH:4][CH:3]=1.[C:14](OC)(OC)(OC)C. No catalyst specified. The product is [F:1][C:2]1[CH:3]=[CH:4][C:5]([C:8](=[C:11]([O:13][CH3:14])[CH3:12])[C:9]#[N:10])=[CH:6][CH:7]=1. The yield is 0.750.